From a dataset of Forward reaction prediction with 1.9M reactions from USPTO patents (1976-2016). Predict the product of the given reaction. (1) Given the reactants [C:1]1([CH3:16])[CH:6]=[CH:5][C:4]([S:7]([N:10]([CH2:12][C:13]([OH:15])=O)[CH3:11])(=[O:9])=[O:8])=[CH:3][CH:2]=1.Cl.[CH3:18][O:19][C:20](=[O:35])[C@H:21]([CH2:23][CH2:24][CH2:25][CH2:26][NH:27][C:28]([O:30][C:31]([CH3:34])([CH3:33])[CH3:32])=[O:29])[NH2:22], predict the reaction product. The product is: [CH3:18][O:19][C:20](=[O:35])[C@H:21]([CH2:23][CH2:24][CH2:25][CH2:26][NH:27][C:28]([O:30][C:31]([CH3:33])([CH3:32])[CH3:34])=[O:29])[NH:22][C:13](=[O:15])[CH2:12][N:10]([S:7]([C:4]1[CH:3]=[CH:2][C:1]([CH3:16])=[CH:6][CH:5]=1)(=[O:8])=[O:9])[CH3:11]. (2) Given the reactants [CH3:1][O:2][C:3]1[CH:8]=[CH:7][C:6]([C:9]2[CH:13]=[CH:12][N:11]([CH3:14])[N:10]=2)=[CH:5][C:4]=1[CH3:15].[Br:16]N1C(=O)CCC1=O.C(Cl)(Cl)Cl, predict the reaction product. The product is: [CH3:1][O:2][C:3]1[CH:8]=[CH:7][C:6]([C:9]2[C:13]([Br:16])=[CH:12][N:11]([CH3:14])[N:10]=2)=[CH:5][C:4]=1[CH3:15].